Dataset: Reaction yield outcomes from USPTO patents with 853,638 reactions. Task: Predict the reaction yield, written as a fraction of the theoretical maximum amount of product (1.0 means a 100% yield; for example, 0.34 means a 34% yield). (1) The reactants are [CH3:1][O:2][C:3]1[CH:4]=[C:5]2[C:10](=[CH:11][C:12]=1[O:13][CH3:14])[N:9]=[CH:8][CH:7]=[C:6]2[O:15][C:16]1[CH:22]=[CH:21][C:19]([NH2:20])=[C:18]([CH3:23])[C:17]=1[CH3:24].ClC(Cl)(O[C:29](=[O:35])[O:30][C:31](Cl)(Cl)Cl)Cl.[O:37]1[CH2:42][CH2:41][N:40]([CH2:43]CO)[CH2:39][CH2:38]1.C(=O)(O)[O-].[Na+]. The catalyst is C(Cl)Cl.C(N(CC)CC)C.C1(C)C=CC=CC=1. The product is [CH3:1][O:2][C:3]1[CH:4]=[C:5]2[C:10](=[CH:11][C:12]=1[O:13][CH3:14])[N:9]=[CH:8][CH:7]=[C:6]2[O:15][C:16]1[CH:22]=[CH:21][C:19]([NH:20][C:29](=[O:35])[O:30][CH2:31][CH2:43][N:40]2[CH2:41][CH2:42][O:37][CH2:38][CH2:39]2)=[C:18]([CH3:23])[C:17]=1[CH3:24]. The yield is 0.890. (2) The reactants are C[O:2][C:3](=[O:32])[CH2:4][CH2:5][C:6](=[O:31])[N:7]1[CH2:12][CH:11]2[CH:9]([N:10]2[S:13]([C:16]2[C:21]([CH:22]([CH3:24])[CH3:23])=[CH:20][C:19]([CH:25]([CH3:27])[CH3:26])=[CH:18][C:17]=2[CH:28]([CH3:30])[CH3:29])(=[O:15])=[O:14])[CH2:8]1.[OH-].[Na+]. The catalyst is C1COCC1. The product is [O:31]=[C:6]([N:7]1[CH2:8][CH:9]2[CH:11]([N:10]2[S:13]([C:16]2[C:21]([CH:22]([CH3:23])[CH3:24])=[CH:20][C:19]([CH:25]([CH3:27])[CH3:26])=[CH:18][C:17]=2[CH:28]([CH3:30])[CH3:29])(=[O:15])=[O:14])[CH2:12]1)[CH2:5][CH2:4][C:3]([OH:32])=[O:2]. The yield is 0.960.